Dataset: Full USPTO retrosynthesis dataset with 1.9M reactions from patents (1976-2016). Task: Predict the reactants needed to synthesize the given product. (1) Given the product [CH:1]([O:4][C:5]1[CH:10]=[CH:9][C:8]([S:11]([NH2:14])(=[O:12])=[O:13])=[CH:7][C:6]=1[NH:15][C:16]1[S:17][C:20]([CH3:30])=[C:21]([C:23]2[S:27][C:26]([CH3:28])=[N:25][C:24]=2[CH3:29])[N:18]=1)([CH3:3])[CH3:2], predict the reactants needed to synthesize it. The reactants are: [CH:1]([O:4][C:5]1[CH:10]=[CH:9][C:8]([S:11]([NH2:14])(=[O:13])=[O:12])=[CH:7][C:6]=1[NH:15][C:16]([NH2:18])=[S:17])([CH3:3])[CH3:2].Br[CH:20]([CH3:30])[C:21]([C:23]1[S:27][C:26]([CH3:28])=[N:25][C:24]=1[CH3:29])=O. (2) Given the product [CH2:1]([S:3]([C:6]1[CH:7]=[C:8]([C:12]2[CH:20]=[C:19]([C:21]3[N:28]=[N:29][NH:30][N:22]=3)[CH:18]=[C:17]3[C:13]=2[C:14]2[CH:26]=[C:25]([CH3:27])[CH:24]=[N:23][C:15]=2[NH:16]3)[CH:9]=[CH:10][CH:11]=1)(=[O:5])=[O:4])[CH3:2], predict the reactants needed to synthesize it. The reactants are: [CH2:1]([S:3]([C:6]1[CH:7]=[C:8]([C:12]2[CH:20]=[C:19]([C:21]#[N:22])[CH:18]=[C:17]3[C:13]=2[C:14]2[CH:26]=[C:25]([CH3:27])[CH:24]=[N:23][C:15]=2[NH:16]3)[CH:9]=[CH:10][CH:11]=1)(=[O:5])=[O:4])[CH3:2].[N-:28]=[N+:29]=[N-:30].[Na+].[Cl-].[NH4+]. (3) The reactants are: [CH3:1][N:2]1[CH:7]=[CH:6][C:5]([O:8]CC2C=CC=CC=2)=[C:4]([N+:16]([O-])=O)[C:3]1=[O:19].CCO.CN(C=O)C.[ClH:28]. Given the product [ClH:28].[NH2:16][C:4]1[C:3](=[O:19])[N:2]([CH3:1])[CH:7]=[CH:6][C:5]=1[OH:8], predict the reactants needed to synthesize it. (4) Given the product [F:19][C:18]([F:21])([F:20])[C:15]1[CH:16]=[CH:17][C:12]([O:11][C:8]2[CH:9]=[CH:10][C:5]([O:4][C:2]([N:23]3[CH2:24][CH2:25][CH:26]([CH2:29][N:30]4[CH2:38][C:37]5[C:32](=[CH:33][CH:34]=[CH:35][CH:36]=5)[CH2:31]4)[CH2:27][CH2:28]3)=[O:3])=[CH:6][CH:7]=2)=[N:13][CH:14]=1, predict the reactants needed to synthesize it. The reactants are: Cl[C:2]([O:4][C:5]1[CH:10]=[CH:9][C:8]([O:11][C:12]2[CH:17]=[CH:16][C:15]([C:18]([F:21])([F:20])[F:19])=[CH:14][N:13]=2)=[CH:7][CH:6]=1)=[O:3].Cl.[NH:23]1[CH2:28][CH2:27][CH:26]([CH2:29][N:30]2[CH2:38][C:37]3[C:32](=[CH:33][CH:34]=[CH:35][CH:36]=3)[CH2:31]2)[CH2:25][CH2:24]1.C(NC(C)C)(C)C. (5) Given the product [S:52]1[C:56]2[CH:57]=[C:58]([S:61]([NH:1][C@H:2]([CH2:33][O:34][Si:35]([C:48]([CH3:49])([CH3:51])[CH3:50])([C:42]3[CH:47]=[CH:46][CH:45]=[CH:44][CH:43]=3)[C:36]3[CH:41]=[CH:40][CH:39]=[CH:38][CH:37]=3)[CH2:3][CH2:4][C:5]3[CH:69]=[CH:68][CH:8]=[CH:9][C:10]=3[NH:11][C:12](=[O:32])[C@H:13]([CH:19]([C:26]3[CH:27]=[CH:28][CH:29]=[CH:30][CH:31]=3)[C:20]3[CH:25]=[CH:24][CH:23]=[CH:22][CH:21]=3)[NH:14][C:15]([O:17][CH3:18])=[O:16])(=[O:63])=[O:62])[CH:59]=[CH:60][C:55]=2[N:54]=[CH:53]1, predict the reactants needed to synthesize it. The reactants are: [NH2:1][C@H:2]([CH2:33][O:34][Si:35]([C:48]([CH3:51])([CH3:50])[CH3:49])([C:42]1[CH:47]=[CH:46][CH:45]=[CH:44][CH:43]=1)[C:36]1[CH:41]=[CH:40][CH:39]=[CH:38][CH:37]=1)[CH2:3][CH2:4][C:5]1[C:10]([NH:11][C:12](=[O:32])[C@H:13]([CH:19]([C:26]2[CH:31]=[CH:30][CH:29]=[CH:28][CH:27]=2)[C:20]2[CH:25]=[CH:24][CH:23]=[CH:22][CH:21]=2)[NH:14][C:15]([O:17][CH3:18])=[O:16])=[CH:9][CH:8]=CN=1.[S:52]1[C:56]2[CH:57]=[C:58]([S:61](Cl)(=[O:63])=[O:62])[CH:59]=[CH:60][C:55]=2[N:54]=[CH:53]1.[N+]([C:68]1C=CC(S(Cl)(=O)=O)=C[CH:69]=1)([O-])=O. (6) Given the product [CH2:13]([S:15][C:16]1[N:17]([CH2:30][C:31]2[CH:32]=[CH:33][C:34]([C:37]3[CH:42]=[CH:41][CH:40]=[CH:39][C:38]=3[C:43]3[NH:3][C:4](=[O:7])[O:5][N:44]=3)=[CH:35][CH:36]=2)[C:18](=[O:29])[C:19]([C:23]2[CH:24]=[CH:25][CH:26]=[CH:27][CH:28]=2)=[C:20]([CH3:22])[N:21]=1)[CH3:14], predict the reactants needed to synthesize it. The reactants are: [Cl-].O[NH3+:3].[C:4](=[O:7])([O-])[OH:5].[Na+].CS(C)=O.[CH2:13]([S:15][C:16]1[N:17]([CH2:30][C:31]2[CH:36]=[CH:35][C:34]([C:37]3[C:38]([C:43]#[N:44])=[CH:39][CH:40]=[CH:41][CH:42]=3)=[CH:33][CH:32]=2)[C:18](=[O:29])[C:19]([C:23]2[CH:28]=[CH:27][CH:26]=[CH:25][CH:24]=2)=[C:20]([CH3:22])[N:21]=1)[CH3:14]. (7) Given the product [C:1]([O:4][C:5]1[C:12]([C:13]([CH3:16])([CH3:15])[CH3:14])=[CH:11][C:8]([CH:9]=[N+:31]([C:27]([CH3:30])([CH3:29])[CH3:28])[O-:32])=[CH:7][C:6]=1[C:17]([CH3:20])([CH3:19])[CH3:18])(=[O:3])[CH3:2], predict the reactants needed to synthesize it. The reactants are: [C:1]([O:4][C:5]1[C:12]([C:13]([CH3:16])([CH3:15])[CH3:14])=[CH:11][C:8]([CH:9]=O)=[CH:7][C:6]=1[C:17]([CH3:20])([CH3:19])[CH3:18])(=[O:3])[CH3:2].C1C=CC=CC=1.[C:27]([NH:31][OH:32])([CH3:30])([CH3:29])[CH3:28].